Dataset: Full USPTO retrosynthesis dataset with 1.9M reactions from patents (1976-2016). Task: Predict the reactants needed to synthesize the given product. (1) Given the product [CH3:33][C:20]1([CH2:27][C:28]([O:30][CH3:31])=[O:29])[C:21]2[C:26](=[CH:25][CH:24]=[CH:23][CH:22]=2)[N:18]([CH:15]2[CH2:16][CH2:17][N:12]([C:2]3([CH3:1])[C:11]4[C:6](=[CH:7][CH:8]=[CH:9][CH:10]=4)[CH2:5][CH2:4][CH2:3]3)[CH2:13][CH2:14]2)[C:19]1=[O:32], predict the reactants needed to synthesize it. The reactants are: [CH3:1][C:2]1([N:12]2[CH2:17][CH2:16][CH:15]([N:18]3[C:26]4[C:21](=[CH:22][CH:23]=[CH:24][CH:25]=4)[CH:20]([CH2:27][C:28]([O:30][CH3:31])=[O:29])[C:19]3=[O:32])[CH2:14][CH2:13]2)[C:11]2[C:6](=[CH:7][CH:8]=[CH:9][CH:10]=2)[CH2:5][CH2:4][CH2:3]1.[C:33](=O)([O-])[O-].[Cs+].[Cs+].IC. (2) Given the product [Cl:24][C:25]1[CH:30]=[CH:29][C:28]([N:31]2[C:4]([OH:21])=[C:5]([C:6]([O:8][CH2:9][CH3:10])=[O:7])[C:11](=[O:12])[N:13]([CH2:14][C:15]3[CH:16]=[CH:17][CH:18]=[CH:19][CH:20]=3)[C:32]2=[S:33])=[CH:27][CH:26]=1, predict the reactants needed to synthesize it. The reactants are: C(O[C:4](=[O:21])[CH:5]([C:11]([NH:13][CH2:14][C:15]1[CH:20]=[CH:19][CH:18]=[CH:17][CH:16]=1)=[O:12])[C:6]([O:8][CH2:9][CH3:10])=[O:7])C.[H-].[Na+].[Cl:24][C:25]1[CH:30]=[CH:29][C:28]([N:31]=[C:32]=[S:33])=[CH:27][CH:26]=1. (3) Given the product [C:1]([C:3]1[C:17]([CH3:18])=[CH:16][C:6]([O:7][CH2:8][C:9]([OH:11])=[O:10])=[C:5]([CH:19]([CH3:21])[CH3:20])[CH:4]=1)#[N:2], predict the reactants needed to synthesize it. The reactants are: [C:1]([C:3]1[C:17]([CH3:18])=[CH:16][C:6]([O:7][CH2:8][C:9]([O:11]C(C)(C)C)=[O:10])=[C:5]([CH:19]([CH3:21])[CH3:20])[CH:4]=1)#[N:2].FC(F)(F)C(O)=O. (4) Given the product [NH2:9][C:10]([CH3:22])([CH2:18][CH:19]1[CH2:21][CH2:20]1)[C:11]([O:13][C:14]([CH3:15])([CH3:16])[CH3:17])=[O:12], predict the reactants needed to synthesize it. The reactants are: ClC1C=CC(/C=[N:9]/[C:10]([CH3:22])([CH2:18][CH:19]2[CH2:21][CH2:20]2)[C:11]([O:13][C:14]([CH3:17])([CH3:16])[CH3:15])=[O:12])=CC=1.C(O)(=O)CC(CC(O)=O)(C(O)=O)O.C1COCC1.O.